Dataset: Full USPTO retrosynthesis dataset with 1.9M reactions from patents (1976-2016). Task: Predict the reactants needed to synthesize the given product. (1) The reactants are: [O:1]=[C:2]1[C:7]2=[CH:8][CH:9]=[CH:10][N:6]2[N:5]=[C:4]([C@@H:11]2[CH2:15][CH2:14][CH2:13][N:12]2[C:16]2[C:17]3[C:24]([C:25](O)=[O:26])=[CH:23][NH:22][C:18]=3[N:19]=[CH:20][N:21]=2)[N:3]1[C:28]1[CH:33]=[CH:32][CH:31]=[CH:30][CH:29]=1.C[N:35](C(ON1N=NC2C=CC=NC1=2)=[N+](C)C)C.F[P-](F)(F)(F)(F)F.[NH4+].[Cl-]. Given the product [O:1]=[C:2]1[C:7]2=[CH:8][CH:9]=[CH:10][N:6]2[N:5]=[C:4]([C@@H:11]2[CH2:15][CH2:14][CH2:13][N:12]2[C:16]2[C:17]3[C:24]([C:25]([NH2:35])=[O:26])=[CH:23][NH:22][C:18]=3[N:19]=[CH:20][N:21]=2)[N:3]1[C:28]1[CH:33]=[CH:32][CH:31]=[CH:30][CH:29]=1, predict the reactants needed to synthesize it. (2) Given the product [C:1]([O:5][C:6](=[O:33])[NH:7][C@@H:8]([CH2:20][C:21]1[C:29]2[C:24](=[CH:25][CH:26]=[C:27]([N+:30]([O-:32])=[O:31])[CH:28]=2)[NH:23][CH:22]=1)[C:9]([N:11]1[CH2:15][C@@H:14]([F:16])[CH2:13][C@H:12]1[C:17]#[N:18])=[O:10])([CH3:4])([CH3:2])[CH3:3], predict the reactants needed to synthesize it. The reactants are: [C:1]([O:5][C:6](=[O:33])[NH:7][C@@H:8]([CH2:20][C:21]1[C:29]2[C:24](=[CH:25][CH:26]=[C:27]([N+:30]([O-:32])=[O:31])[CH:28]=2)[NH:23][CH:22]=1)[C:9]([N:11]1[CH2:15][C@@H:14]([F:16])[CH2:13][C@H:12]1[C:17](=O)[NH2:18])=[O:10])([CH3:4])([CH3:3])[CH3:2].N1C=CN=C1.P(Cl)(Cl)(Cl)=O. (3) Given the product [CH3:56][N:33]([CH3:32])[C:34]1[CH:43]=[C:42]2[C:37]([C:38]([CH2:45][C:46]([NH:48][CH2:49][CH2:50][CH2:51][CH2:52][CH2:53][CH2:54][NH:55][C:28](=[O:29])[CH2:27][CH2:26][C:5]3[CH:4]=[C:3]4[C:8]([C:9](=[O:25])[C:10]5[C:14]6[C:15](=[O:24])[C:16]7[C:21]([C:22](=[O:23])[C:13]=6[S:12][C:11]=5[C:2]4=[O:1])=[CH:20][CH:19]=[CH:18][CH:17]=7)=[CH:7][CH:6]=3)=[O:47])=[CH:39][C:40](=[O:44])[O:41]2)=[CH:36][CH:35]=1, predict the reactants needed to synthesize it. The reactants are: [O:1]=[C:2]1[C:11]2[S:12][C:13]3[C:22](=[O:23])[C:21]4[C:16](=[CH:17][CH:18]=[CH:19][CH:20]=4)[C:15](=[O:24])[C:14]=3[C:10]=2[C:9](=[O:25])[C:8]2[C:3]1=[CH:4][C:5]([CH2:26][CH2:27][C:28](O)=[O:29])=[CH:6][CH:7]=2.[Cl-].[CH3:32][N:33]([CH3:56])[C:34]1[CH:43]=[C:42]2[C:37]([C:38]([CH2:45][C:46]([NH:48][CH2:49][CH2:50][CH2:51][CH2:52][CH2:53][CH2:54][NH3+:55])=[O:47])=[CH:39][C:40](=[O:44])[O:41]2)=[CH:36][CH:35]=1.C(N(C(C)C)C(C)C)C.CN(C(ON1N=NC2C=CC=NC1=2)=[N+](C)C)C.F[P-](F)(F)(F)(F)F. (4) Given the product [CH3:1][C:2]1[C:7]([CH3:8])=[CH:6][CH:5]=[CH:4][C:3]=1[O:9][C:10]1[N:15]=[CH:14][C:13]([N:16]2[C:17](=[O:21])[C@@H:18]([CH3:20])[NH:19][C:30]2=[O:32])=[CH:12][CH:11]=1, predict the reactants needed to synthesize it. The reactants are: [CH3:1][C:2]1[C:7]([CH3:8])=[CH:6][CH:5]=[CH:4][C:3]=1[O:9][C:10]1[N:15]=[CH:14][C:13]([NH:16][C:17](=[O:21])[C@@H:18]([CH3:20])[NH2:19])=[CH:12][CH:11]=1.C(N(CC)CC)C.Cl[C:30](Cl)([O:32]C(=O)OC(Cl)(Cl)Cl)Cl.C([O-])(O)=O.[Na+]. (5) Given the product [CH2:23]([O:30][C:31]1[CH:32]=[CH:33][C:34]([S:37]([NH:40][CH2:41][C@H:42]([N:46]2[CH2:51][CH2:50][N:49]([S:52]([CH3:55])(=[O:54])=[O:53])[CH2:48][CH2:47]2)[C:43]([NH:2][OH:1])=[O:44])(=[O:38])=[O:39])=[CH:35][CH:36]=1)[C:24]1[CH:29]=[CH:28][CH:27]=[CH:26][CH:25]=1, predict the reactants needed to synthesize it. The reactants are: [OH:1][N:2]1C2C=CC=CC=2N=N1.Cl.C(N=C=NCCCN(C)C)C.[CH2:23]([O:30][C:31]1[CH:36]=[CH:35][C:34]([S:37]([NH:40][CH2:41][C@H:42]([N:46]2[CH2:51][CH2:50][N:49]([S:52]([CH3:55])(=[O:54])=[O:53])[CH2:48][CH2:47]2)[C:43](O)=[O:44])(=[O:39])=[O:38])=[CH:33][CH:32]=1)[C:24]1[CH:29]=[CH:28][CH:27]=[CH:26][CH:25]=1.[Si](ON)(C(C)(C)C)(C)C.C(=O)([O-])O.[Na+]. (6) Given the product [OH:22][CH2:23][CH:24]([CH2:26][OH:27])[OH:25].[C:4]1(=[O:5])[O:6][C:1](=[O:7])[CH:2]=[CH:3]1.[C:8]([OH:21])(=[O:20])[CH2:9][CH2:10][CH2:11][CH2:12][CH2:13][CH2:14][CH2:15][CH2:16][C:17]([OH:19])=[O:18], predict the reactants needed to synthesize it. The reactants are: [C:1]1(=[O:7])[O:6][C:4](=[O:5])[CH:3]=[CH:2]1.[C:8]([OH:21])(=[O:20])[CH2:9][CH2:10][CH2:11][CH2:12][CH2:13][CH2:14][CH2:15][CH2:16][C:17]([OH:19])=[O:18].[OH:22][CH2:23][CH:24]([CH2:26][OH:27])[OH:25]. (7) The reactants are: C(=O)([O-])[O-].[Na+].[Na+].Cl[CH2:8][CH2:9][CH2:10][C:11]1[CH:12]=[C:13]2[C:18](=[CH:19][CH:20]=1)[NH:17][C:16](=[O:21])[CH2:15][CH:14]2[CH3:22].[N:23]1([C:29]2[C:33]3[CH:34]=[CH:35][CH:36]=[CH:37][C:32]=3[O:31][N:30]=2)[CH2:28][CH2:27][NH:26][CH2:25][CH2:24]1. Given the product [O:31]1[C:32]2[CH:37]=[CH:36][CH:35]=[CH:34][C:33]=2[C:29]([N:23]2[CH2:24][CH2:25][N:26]([CH2:8][CH2:9][CH2:10][C:11]3[CH:12]=[C:13]4[C:18](=[CH:19][CH:20]=3)[NH:17][C:16](=[O:21])[CH2:15][CH:14]4[CH3:22])[CH2:27][CH2:28]2)=[N:30]1, predict the reactants needed to synthesize it. (8) Given the product [Br:1][C:2]1[CH:3]=[C:4]([C:8]([C:11]2[CH:12]=[C:13]([CH:16]=[O:17])[S:14][CH:15]=2)([O:10][Si:24]([CH3:26])([CH3:25])[CH3:23])[CH3:9])[CH:5]=[CH:6][CH:7]=1, predict the reactants needed to synthesize it. The reactants are: [Br:1][C:2]1[CH:3]=[C:4]([C:8]([C:11]2[CH:12]=[C:13]([CH:16]=[O:17])[S:14][CH:15]=2)([OH:10])[CH3:9])[CH:5]=[CH:6][CH:7]=1.N1C=CN=C1.[CH3:23][Si:24](Cl)([CH3:26])[CH3:25].C([O-])(O)=O.[Na+]. (9) Given the product [Cl:23][C:15]1[CH:14]=[C:13]([CH:4]([CH2:5][C@@H:6]2[CH2:10][CH2:9][C:8]([F:12])([F:11])[CH2:7]2)[C:3]([OH:24])=[O:2])[CH:18]=[CH:17][C:16]=1[S:19]([CH3:22])(=[O:20])=[O:21], predict the reactants needed to synthesize it. The reactants are: C[O:2][C:3](=[O:24])[C@@H:4]([C:13]1[CH:18]=[CH:17][C:16]([S:19]([CH3:22])(=[O:21])=[O:20])=[C:15]([Cl:23])[CH:14]=1)[CH2:5][C@@H:6]1[CH2:10][CH2:9][C:8]([F:12])([F:11])[CH2:7]1.O.[OH-].[Li+]. (10) Given the product [C:1]([C:5]1[C:6]([O:35][CH3:36])=[C:7]([CH:24]=[C:25]([N:27]2[CH:32]=[CH:31][C:30](=[O:33])[NH:29][C:28]2=[O:34])[CH:26]=1)/[CH:8]=[CH:9]/[C:10]1[CH:18]=[CH:17][C:16]([NH:19][S:20]([CH3:23])(=[O:22])=[O:21])=[CH:15][C:11]=1[C:12]1[O:13][CH:40]=[CH:41][N:37]=1)([CH3:4])([CH3:3])[CH3:2], predict the reactants needed to synthesize it. The reactants are: [C:1]([C:5]1[C:6]([O:35][CH3:36])=[C:7]([CH:24]=[C:25]([N:27]2[CH:32]=[CH:31][C:30](=[O:33])[NH:29][C:28]2=[O:34])[CH:26]=1)/[CH:8]=[CH:9]/[C:10]1[CH:18]=[CH:17][C:16]([NH:19][S:20]([CH3:23])(=[O:22])=[O:21])=[CH:15][C:11]=1[C:12](Cl)=[O:13])([CH3:4])([CH3:3])[CH3:2].[NH:37]1[CH:41]=[CH:40]N=N1.C(=O)([O-])[O-].[K+].[K+].